Dataset: Full USPTO retrosynthesis dataset with 1.9M reactions from patents (1976-2016). Task: Predict the reactants needed to synthesize the given product. (1) The reactants are: [CH:1]1([NH:4][C:5]([C:7]2[CH:8]=[CH:9][C:10]([CH3:36])=[C:11]([C:13]3[CH:14]=[C:15]4[C:20](=[CH:21][CH:22]=3)[N:19]=[C:18]([N:23]3[CH2:27][CH2:26][CH:25]([NH:28]C(=O)OC(C)(C)C)[CH2:24]3)[N:17]=[CH:16]4)[CH:12]=2)=[O:6])[CH2:3][CH2:2]1. Given the product [NH2:28][CH:25]1[CH2:26][CH2:27][N:23]([C:18]2[N:17]=[CH:16][C:15]3[C:20](=[CH:21][CH:22]=[C:13]([C:11]4[CH:12]=[C:7]([CH:8]=[CH:9][C:10]=4[CH3:36])[C:5]([NH:4][CH:1]4[CH2:2][CH2:3]4)=[O:6])[CH:14]=3)[N:19]=2)[CH2:24]1, predict the reactants needed to synthesize it. (2) Given the product [Si:27]([O:34][CH2:35][CH2:36][O:37][NH:38][C:20]([C:19]1[C:18]2[N:17]=[CH:16][CH:15]=[CH:14][C:13]=2[C:12](=[O:25])[N:11]([CH3:26])[C:10]=1[NH:9][C:3]1[CH:4]=[CH:5][C:6]([I:8])=[CH:7][C:2]=1[F:1])=[O:21])([C:30]([CH3:33])([CH3:32])[CH3:31])([CH3:29])[CH3:28], predict the reactants needed to synthesize it. The reactants are: [F:1][C:2]1[CH:7]=[C:6]([I:8])[CH:5]=[CH:4][C:3]=1[NH:9][C:10]1[N:11]([CH3:26])[C:12](=[O:25])[C:13]2[CH:14]=[CH:15][CH:16]=[N:17][C:18]=2[C:19]=1[C:20](OCC)=[O:21].[Si:27]([O:34][CH2:35][CH2:36][O:37][NH2:38])([C:30]([CH3:33])([CH3:32])[CH3:31])([CH3:29])[CH3:28]. (3) Given the product [NH2:13][C:9]1[CH:8]=[C:7]([CH2:6][N:5]([CH2:16][CH2:17][S:18]([CH3:21])(=[O:20])=[O:19])[C:3](=[O:4])[C:2]([F:23])([F:1])[F:22])[CH:12]=[CH:11][CH:10]=1, predict the reactants needed to synthesize it. The reactants are: [F:1][C:2]([F:23])([F:22])[C:3]([N:5]([CH2:16][CH2:17][S:18]([CH3:21])(=[O:20])=[O:19])[CH2:6][C:7]1[CH:12]=[CH:11][CH:10]=[C:9]([N+:13]([O-])=O)[CH:8]=1)=[O:4].[H][H].